Dataset: Reaction yield outcomes from USPTO patents with 853,638 reactions. Task: Predict the reaction yield, written as a fraction of the theoretical maximum amount of product (1.0 means a 100% yield; for example, 0.34 means a 34% yield). (1) The reactants are [C:1]1(=[O:14])[C:6]2=[CH:7][C:8]3[CH2:9][CH2:10][CH2:11][CH2:12][C:13]=3[N:5]2[CH2:4][CH2:3][NH:2]1.Br[C:16]1[CH:23]=[N:22][CH:21]=[C:20]([Br:24])[C:17]=1[CH:18]=[O:19].C1(P(C2C=CC=CC=2)C2C3OC4C(=CC=CC=4P(C4C=CC=CC=4)C4C=CC=CC=4)C(C)(C)C=3C=CC=2)C=CC=CC=1.C([O-])([O-])=O.[Cs+].[Cs+]. The catalyst is C1C=CC(/C=C/C(/C=C/C2C=CC=CC=2)=O)=CC=1.C1C=CC(/C=C/C(/C=C/C2C=CC=CC=2)=O)=CC=1.C1C=CC(/C=C/C(/C=C/C2C=CC=CC=2)=O)=CC=1.[Pd].[Pd].O1CCOCC1. The product is [Br:24][C:20]1[CH:21]=[N:22][CH:23]=[C:16]([N:2]2[CH2:3][CH2:4][N:5]3[C:13]4[CH2:12][CH2:11][CH2:10][CH2:9][C:8]=4[CH:7]=[C:6]3[C:1]2=[O:14])[C:17]=1[CH:18]=[O:19]. The yield is 0.400. (2) The reactants are [Br:1][C:2]1[CH:7]=[CH:6][N:5]=[C:4]([OH:8])[CH:3]=1.[H-].[Na+].[CH3:11]I. The catalyst is C1COCC1. The product is [Br:1][C:2]1[CH:7]=[CH:6][N:5]([CH3:11])[C:4](=[O:8])[CH:3]=1. The yield is 0.920. (3) The reactants are F[C:2]1[CH:7]=[CH:6][C:5]([N+:8]([O-:10])=[O:9])=[CH:4][CH:3]=1.[OH:11][C:12]1[CH:13]=[C:14]2[C:18](=[CH:19][CH:20]=1)[N:17]([CH:21]1[CH2:26][CH2:25][CH2:24][CH2:23][O:22]1)[N:16]=[C:15]2[CH:27]=[O:28].C([O-])([O-])=O.[Cs+].[Cs+]. The catalyst is O1CCOCC1.O. The product is [N+:8]([C:5]1[CH:6]=[CH:7][C:2]([O:11][C:12]2[CH:13]=[C:14]3[C:18](=[CH:19][CH:20]=2)[N:17]([CH:21]2[CH2:26][CH2:25][CH2:24][CH2:23][O:22]2)[N:16]=[C:15]3[CH:27]=[O:28])=[CH:3][CH:4]=1)([O-:10])=[O:9]. The yield is 0.520. (4) The reactants are [CH3:1][O:2][C:3](=[O:10])[CH:4]=[CH:5][CH:6]=[CH:7][CH2:8]Br.[CH3:11][O:12][C:13]1[CH:18]=[CH:17][C:16]([SH:19])=[CH:15][CH:14]=1.C(N(CC)CC)C. The catalyst is O1CCCC1. The product is [CH3:1][O:2][C:3](=[O:10])[CH:4]=[CH:5][CH:6]=[CH:7][CH2:8][S:19][C:16]1[CH:17]=[CH:18][C:13]([O:12][CH3:11])=[CH:14][CH:15]=1. The yield is 0.860.